This data is from Reaction yield outcomes from USPTO patents with 853,638 reactions. The task is: Predict the reaction yield, written as a fraction of the theoretical maximum amount of product (1.0 means a 100% yield; for example, 0.34 means a 34% yield). (1) The reactants are Br[C:2]1[C:3]([F:10])=[C:4]([CH:7]=[CH:8][CH:9]=1)[C:5]#[N:6].[C:11]1(B(O)O)[CH:16]=[CH:15][CH:14]=[CH:13][CH:12]=1.[F-].[Cs+].C([O-])(O)=O.[Na+]. The catalyst is COCCOC.O.C1C=CC([P]([Pd]([P](C2C=CC=CC=2)(C2C=CC=CC=2)C2C=CC=CC=2)([P](C2C=CC=CC=2)(C2C=CC=CC=2)C2C=CC=CC=2)[P](C2C=CC=CC=2)(C2C=CC=CC=2)C2C=CC=CC=2)(C2C=CC=CC=2)C2C=CC=CC=2)=CC=1. The product is [F:10][C:3]1[C:4]([C:5]#[N:6])=[CH:7][CH:8]=[CH:9][C:2]=1[C:11]1[CH:16]=[CH:15][CH:14]=[CH:13][CH:12]=1. The yield is 0.650. (2) The reactants are [OH:1][C@@H:2]1[CH2:6][CH2:5][N:4]([C:7]2[N:12]=[CH:11][C:10]([NH:13][C:14](=[O:22])OC3C=CC=CC=3)=[CH:9][CH:8]=2)[CH2:3]1.[Cl:23][C:24]1[CH:25]=[C:26]([N:30]2[C:34]([CH2:35][NH2:36])=[CH:33][C:32]([C:37]([F:40])([F:39])[F:38])=[N:31]2)[CH:27]=[CH:28][CH:29]=1.C(N(CC)CC)C. The catalyst is CS(C)=O.O. The product is [Cl:23][C:24]1[CH:25]=[C:26]([N:30]2[C:34]([CH2:35][NH:36][C:14]([NH:13][C:10]3[CH:11]=[N:12][C:7]([N:4]4[CH2:5][CH2:6][C@@H:2]([OH:1])[CH2:3]4)=[CH:8][CH:9]=3)=[O:22])=[CH:33][C:32]([C:37]([F:38])([F:39])[F:40])=[N:31]2)[CH:27]=[CH:28][CH:29]=1. The yield is 0.640. (3) The reactants are [F:1][C:2]1[CH:7]=[CH:6][C:5]([C:8]2[O:9][C:10]3[CH:20]=[CH:19][C:18]([C:21]4[CH:22]=[CH:23][C:24]([O:30][CH3:31])=[C:25]([CH:29]=4)[C:26](O)=[O:27])=[CH:17][C:11]=3[C:12]=2[C:13](=[O:16])[NH:14][CH3:15])=[CH:4][CH:3]=1.C(N(C(C)C)C(C)C)C.[C:41]([NH2:50])([C:44]1[CH:49]=[CH:48][CH:47]=[CH:46][CH:45]=1)([CH3:43])[CH3:42].CN(C(ON1N=NC2C=CC=CC1=2)=[N+](C)C)C.[B-](F)(F)(F)F. The catalyst is C(OCC)(=O)C.C(#N)C.CN(C=O)C. The product is [F:1][C:2]1[CH:3]=[CH:4][C:5]([C:8]2[O:9][C:10]3[CH:20]=[CH:19][C:18]([C:21]4[CH:22]=[CH:23][C:24]([O:30][CH3:31])=[C:25]([C:26](=[O:27])[NH:50][C:41]([C:44]5[CH:49]=[CH:48][CH:47]=[CH:46][CH:45]=5)([CH3:43])[CH3:42])[CH:29]=4)=[CH:17][C:11]=3[C:12]=2[C:13]([NH:14][CH3:15])=[O:16])=[CH:6][CH:7]=1. The yield is 0.420. (4) The reactants are [CH3:1][N:2]([CH3:7])[CH2:3][CH2:4][NH:5][CH3:6].Cl[C:9]1[CH:14]=[CH:13][C:12]([N+:15]([O-:17])=[O:16])=[CH:11][N:10]=1.CCN(C(C)C)C(C)C. The catalyst is CC#N. The product is [CH3:1][N:2]([CH3:7])[CH2:3][CH2:4][N:5]([CH3:6])[C:9]1[CH:14]=[CH:13][C:12]([N+:15]([O-:17])=[O:16])=[CH:11][N:10]=1. The yield is 0.920. (5) The reactants are C(OC([N:8]1[C:20]2[CH2:19][CH:18]([C:21]([S:27]([C:30]3[CH:35]=[CH:34][CH:33]=[CH:32][CH:31]=3)(=[O:29])=[O:28])([F:26])[C:22](=[O:25])[NH:23][CH3:24])[CH2:17][CH2:16][C:15]=2[C:14]2[C:9]1=[CH:10][CH:11]=[C:12]([Cl:36])[CH:13]=2)=O)(C)(C)C.[H-].[Na+].BrC[CH:41]=[C:42]([CH3:44])[CH3:43].[CH2:45]1COCC1. No catalyst specified. The product is [C:30]1([S:27]([C:21]([CH:18]2[CH2:17][CH2:16][C:15]3[C:14]4[C:9](=[CH:10][CH:11]=[C:12]([Cl:36])[CH:13]=4)[NH:8][C:20]=3[CH2:19]2)([F:26])[C:22]([N:23]([CH3:45])[CH2:24][CH:41]=[C:42]([CH3:44])[CH3:43])=[O:25])(=[O:29])=[O:28])[CH:31]=[CH:32][CH:33]=[CH:34][CH:35]=1. The yield is 0.190. (6) The reactants are [N+:1]([C:4]1[CH:12]=[C:11]2[C:7]([CH:8]=[CH:9][NH:10]2)=[CH:6][CH:5]=1)([O-:3])=[O:2].ClS([N:17]=[C:18]=O)(=O)=O.C([O-])(O)=O.[Na+]. The catalyst is CN(C=O)C.CC#N. The product is [N+:1]([C:4]1[CH:12]=[C:11]2[C:7]([C:8]([C:18]#[N:17])=[CH:9][NH:10]2)=[CH:6][CH:5]=1)([O-:3])=[O:2]. The yield is 0.820. (7) The reactants are [C:1]1([O:8][CH3:9])[C:2](=[CH:4][CH:5]=[CH:6][CH:7]=1)[OH:3].Br[CH2:11][CH2:12][Cl:13].[OH-].[Na+]. No catalyst specified. The product is [Cl:13][CH2:12][CH2:11][O:3][C:2]1[C:1]([O:8][CH3:9])=[CH:7][CH:6]=[CH:5][CH:4]=1. The yield is 0.960. (8) The reactants are C1(S([N:10]2[C:14]3=[N:15][CH:16]=[C:17]([CH2:19][C:20]4[CH:25]=[CH:24][CH:23]=[CH:22][CH:21]=4)[CH:18]=[C:13]3[C:12]([C:26]3[CH:27]=[N:28][N:29]([CH3:31])[CH:30]=3)=[CH:11]2)(=O)=O)C=CC=CC=1.[OH-].[Na+]. The catalyst is CCO.CCOC(C)=O.[Cl-].[Na+].O. The product is [CH2:19]([C:17]1[CH:18]=[C:13]2[C:12]([C:26]3[CH:27]=[N:28][N:29]([CH3:31])[CH:30]=3)=[CH:11][NH:10][C:14]2=[N:15][CH:16]=1)[C:20]1[CH:25]=[CH:24][CH:23]=[CH:22][CH:21]=1. The yield is 0.700.